From a dataset of Full USPTO retrosynthesis dataset with 1.9M reactions from patents (1976-2016). Predict the reactants needed to synthesize the given product. Given the product [OH:54][C@@H:52]([CH3:53])[CH2:51][N:50]([CH3:49])[C:22]([C:7]1[C:8]2[CH2:9][CH2:10][C:11]3([NH:20][C:21]=2[C:4]2[N:3]=[C:2]([CH3:1])[N:25]([CH3:26])[C:5]=2[CH:6]=1)[CH2:19][C:18]1[C:13](=[CH:14][CH:15]=[CH:16][CH:17]=1)[CH2:12]3)=[O:24], predict the reactants needed to synthesize it. The reactants are: [CH3:1][C:2]1[N:25]([CH3:26])[C:5]2[CH:6]=[C:7]([C:22]([OH:24])=O)[C:8]3[CH2:9][CH2:10][C:11]4([NH:20][C:21]=3[C:4]=2[N:3]=1)[CH2:19][C:18]1[C:13](=[CH:14][CH:15]=[CH:16][CH:17]=1)[CH2:12]4.F[B-](F)(F)F.N1(OC(N(C)C)=[N+](C)C)C2C=CC=CC=2N=N1.[CH3:49][NH:50][CH2:51][C@@H:52]([OH:54])[CH3:53].